Dataset: Forward reaction prediction with 1.9M reactions from USPTO patents (1976-2016). Task: Predict the product of the given reaction. (1) Given the reactants C[Mg]Cl.[CH2:4]([N:11]1[CH2:16][CH2:15][C:14]([N:19]2[CH2:24][CH2:23][NH:22][CH2:21][CH2:20]2)([C:17]#N)[CH2:13][CH2:12]1)[C:5]1[CH:10]=[CH:9][CH:8]=[CH:7][CH:6]=1.[NH4+].[Cl-], predict the reaction product. The product is: [CH2:4]([N:11]1[CH2:16][CH2:15][C:14]([N:19]2[CH2:20][CH2:21][NH:22][CH2:23][CH2:24]2)([CH3:17])[CH2:13][CH2:12]1)[C:5]1[CH:10]=[CH:9][CH:8]=[CH:7][CH:6]=1. (2) Given the reactants [NH2:1][C:2]1[N:7]=[CH:6][CH:5]=[CH:4][N:3]=1.[CH:8]1([N+:14]#[C-:15])[CH2:13][CH2:12][CH2:11][CH2:10][CH2:9]1.[CH:16](=O)[C:17]1[CH:22]=[CH:21][CH:20]=[CH:19][CH:18]=1.[C:24]([Cl:27])(=[O:26])[CH3:25], predict the reaction product. The product is: [Cl-:27].[C:24]([N+:1]1[C:16]([C:17]2[CH:22]=[CH:21][CH:20]=[CH:19][CH:18]=2)=[C:15]([NH:14][CH:8]2[CH2:13][CH2:12][CH2:11][CH2:10][CH2:9]2)[N:3]2[CH:4]=[CH:5][CH:6]=[N:7][C:2]=12)(=[O:26])[CH3:25]. (3) The product is: [CH2:12]([O:14][C:15]([CH:17]1[CH2:18][CH2:19][N:20]([C:23]2[CH:24]=[CH:25][C:26]([C:29](=[O:30])[NH:8][C:7]3[CH:9]=[CH:10][CH:11]=[C:5]([C:1]([CH3:4])([CH3:2])[CH3:3])[CH:6]=3)=[CH:27][CH:28]=2)[CH2:21][CH2:22]1)=[O:16])[CH3:13]. Given the reactants [C:1]([C:5]1[CH:6]=[C:7]([CH:9]=[CH:10][CH:11]=1)[NH2:8])([CH3:4])([CH3:3])[CH3:2].[CH2:12]([O:14][C:15]([CH:17]1[CH2:22][CH2:21][N:20]([C:23]2[CH:28]=[CH:27][C:26]([C:29](O)=[O:30])=[CH:25][CH:24]=2)[CH2:19][CH2:18]1)=[O:16])[CH3:13].CCN=C=NCCCN(C)C, predict the reaction product. (4) The product is: [OH:43][N:1]1[C:2]2[C:3](=[CH:8][CH:9]=[CH:10][CH:11]=2)[CH:4]=[N:6][C:14]1=[O:15]. Given the reactants [NH2:1][C:2]1[CH:11]=[CH:10][CH:9]=[CH:8][C:3]=1[C:4]([NH:6]O)=O.BrC[C:14](O)=[O:15].C1CN([P+](Br)(N2CCCC2)N2CCCC2)CC1.F[P-](F)(F)(F)(F)F.CC(N(C)C)=[O:43], predict the reaction product. (5) Given the reactants O.[OH-].[Li+].[F:4][C:5]1[CH:10]=[CH:9][C:8](/[C:11](=[N:22]\[O:23][CH2:24][C:25]2[CH:30]=[CH:29][C:28]([O:31][CH2:32][C:33]3[N:34]=[C:35]([C:39]4[CH:44]=[CH:43][CH:42]=[CH:41][CH:40]=4)[O:36][C:37]=3[CH3:38])=[CH:27][CH:26]=2)/[CH2:12][CH2:13][CH2:14][CH2:15][CH2:16][CH2:17][C:18]([O:20]C)=[O:19])=[CH:7][CH:6]=1.O.Cl, predict the reaction product. The product is: [F:4][C:5]1[CH:6]=[CH:7][C:8](/[C:11](=[N:22]\[O:23][CH2:24][C:25]2[CH:30]=[CH:29][C:28]([O:31][CH2:32][C:33]3[N:34]=[C:35]([C:39]4[CH:40]=[CH:41][CH:42]=[CH:43][CH:44]=4)[O:36][C:37]=3[CH3:38])=[CH:27][CH:26]=2)/[CH2:12][CH2:13][CH2:14][CH2:15][CH2:16][CH2:17][C:18]([OH:20])=[O:19])=[CH:9][CH:10]=1.